Dataset: Catalyst prediction with 721,799 reactions and 888 catalyst types from USPTO. Task: Predict which catalyst facilitates the given reaction. Reactant: [N+:1]([C:4]1[CH:13]=[CH:12][CH:11]=[C:10]2[C:5]=1[N:6]=[CH:7][CH:8]=[N:9]2)([O-])=O.Cl[Sn]Cl. Product: [N:9]1[C:10]2[C:5](=[C:4]([NH2:1])[CH:13]=[CH:12][CH:11]=2)[N:6]=[CH:7][CH:8]=1. The catalyst class is: 209.